From a dataset of Reaction yield outcomes from USPTO patents with 853,638 reactions. Predict the reaction yield, written as a fraction of the theoretical maximum amount of product (1.0 means a 100% yield; for example, 0.34 means a 34% yield). The reactants are [CH2:1]([NH:8][CH2:9][CH2:10][C:11]1[CH:16]=[CH:15][C:14]([NH:17][C:18]([CH3:23])([CH3:22])[C:19]([OH:21])=[O:20])=[CH:13][CH:12]=1)[CH2:2][CH2:3][CH2:4][CH2:5][CH2:6][CH3:7].[F:24][C:25]1[CH:30]=[C:29]([F:31])[CH:28]=[CH:27][C:26]=1[N:32]=[C:33]=[O:34].C(N(CC)C(C)C)(C)C. The catalyst is C(Cl)Cl. The product is [F:24][C:25]1[CH:30]=[C:29]([F:31])[CH:28]=[CH:27][C:26]=1[NH:32][C:33](=[O:34])[N:8]([CH2:9][CH2:10][C:11]1[CH:12]=[CH:13][C:14]([NH:17][C:18]([CH3:22])([CH3:23])[C:19]([OH:21])=[O:20])=[CH:15][CH:16]=1)[CH2:1][CH2:2][CH2:3][CH2:4][CH2:5][CH2:6][CH3:7]. The yield is 0.0800.